From a dataset of Full USPTO retrosynthesis dataset with 1.9M reactions from patents (1976-2016). Predict the reactants needed to synthesize the given product. Given the product [Br:1][C:2]1[CH:3]=[CH:4][C:5]([C:8](=[O:16])[CH:9]([Br:17])[C:10]2[CH:11]=[CH:12][CH:13]=[CH:14][CH:15]=2)=[CH:6][CH:7]=1, predict the reactants needed to synthesize it. The reactants are: [Br:1][C:2]1[CH:7]=[CH:6][C:5]([C:8](=[O:16])[CH2:9][C:10]2[CH:15]=[CH:14][CH:13]=[CH:12][CH:11]=2)=[CH:4][CH:3]=1.[Br-:17].[Br-].[Br-].[NH+]1C=CC=CC=1.[NH+]1C=CC=CC=1.[NH+]1C=CC=CC=1.